This data is from Reaction yield outcomes from USPTO patents with 853,638 reactions. The task is: Predict the reaction yield, written as a fraction of the theoretical maximum amount of product (1.0 means a 100% yield; for example, 0.34 means a 34% yield). (1) The reactants are [CH2:1]([O:3][C:4](=[O:35])[CH:5]=[CH:6][CH:7]1[CH2:9][C:8]1([C@@H:17]1[C@:25]2([CH3:26])[C@H:20]([C@@H:21]([O:27][Si:28]([C:31]([CH3:34])([CH3:33])[CH3:32])([CH3:30])[CH3:29])[CH2:22][CH2:23][CH2:24]2)[CH2:19][CH2:18]1)[CH2:10][CH2:11][CH2:12][C:13]([OH:16])([CH3:15])[CH3:14])[CH3:2].[H][H].CCCCCC.C(OCC)(=O)C. The catalyst is C(O)C.[Pd]. The product is [CH2:1]([O:3][C:4](=[O:35])[CH2:5][CH2:6][CH2:7][C:8]([C@@H:17]1[C@:25]2([CH3:26])[C@H:20]([C@@H:21]([O:27][Si:28]([C:31]([CH3:34])([CH3:33])[CH3:32])([CH3:29])[CH3:30])[CH2:22][CH2:23][CH2:24]2)[CH2:19][CH2:18]1)([CH3:9])[CH2:10][CH2:11][CH2:12][C:13]([OH:16])([CH3:15])[CH3:14])[CH3:2]. The yield is 0.990. (2) The product is [OH:26][CH:23]([CH2:24][CH3:25])[C:22]([NH:21][C:16]1[C:17]([CH3:20])=[C:18]([CH3:19])[C:13]2[O:12][CH2:11][CH:10]([C:7]3[CH:6]=[CH:5][C:4]([CH:1]([CH3:2])[CH3:3])=[CH:9][CH:8]=3)[C:14]=2[C:15]=1[CH3:28])=[O:27]. The yield is 0.720. The reactants are [CH:1]([C:4]1[CH:9]=[CH:8][C:7]([CH:10]2[C:14]3[C:15]([CH3:28])=[C:16]([NH:21][C:22](=[O:27])[C:23](=[O:26])[CH2:24][CH3:25])[C:17]([CH3:20])=[C:18]([CH3:19])[C:13]=3[O:12][CH2:11]2)=[CH:6][CH:5]=1)([CH3:3])[CH3:2].[BH4-].[Na+].O. The catalyst is CO.